From a dataset of Reaction yield outcomes from USPTO patents with 853,638 reactions. Predict the reaction yield, written as a fraction of the theoretical maximum amount of product (1.0 means a 100% yield; for example, 0.34 means a 34% yield). The product is [Br:1][C:2]1[CH:7]=[CH:6][C:5]([C:8]([CH:10]2[CH2:14][CH2:13][N:12]([CH3:15])[CH2:11]2)=[O:9])=[CH:4][CH:3]=1. The reactants are [Br:1][C:2]1[CH:7]=[CH:6][C:5]([C:8]([CH:10]2[CH2:14][CH2:13][NH:12][CH2:11]2)=[O:9])=[CH:4][CH:3]=1.[C:15](O)(=O)C.C=O.C(O[BH-](OC(=O)C)OC(=O)C)(=O)C.[Na+]. The yield is 0.680. The catalyst is CO.